From a dataset of Forward reaction prediction with 1.9M reactions from USPTO patents (1976-2016). Predict the product of the given reaction. (1) Given the reactants [Br:1][C:2]1[CH:3]=[C:4]2[C:8](=[CH:9][CH:10]=1)[NH:7][N:6]=[C:5]2[OH:11].[CH2:12]([O:14][C:15](N1C2C(=C(Br)C=CC=2)C(O)=N1)=[O:16])[CH3:13], predict the reaction product. The product is: [CH2:12]([O:14][C:15]([N:7]1[C:8]2[C:4](=[CH:3][C:2]([Br:1])=[CH:10][CH:9]=2)[C:5]([OH:11])=[N:6]1)=[O:16])[CH3:13]. (2) Given the reactants O.CC(C)[O-].CC(C)[O-].CC(C)[O-].CC(C)[O-].[Ti+4:18].C(NCCO)CCC.[CH3:27][CH:28]([O:32][C:33]([CH3:35])=[O:34])[CH2:29][O:30][CH3:31], predict the reaction product. The product is: [CH3:27][CH:28]([O:32][C:33]([CH3:35])=[O:34])[CH2:29][O:30][CH3:31].[Ti:18]. (3) Given the reactants C([O-])(=O)C.[NH4+:5].[CH2:6]=O.CO[C:10](=[O:23])[CH2:11][CH2:12][CH:13]([N+:20]([O-:22])=[O:21])[C:14]1[CH:19]=[CH:18][CH:17]=[CH:16][CH:15]=1, predict the reaction product. The product is: [N+:20]([C:13]1([C:14]2[CH:15]=[CH:16][CH:17]=[CH:18][CH:19]=2)[CH2:6][NH:5][C:10](=[O:23])[CH2:11][CH2:12]1)([O-:22])=[O:21]. (4) Given the reactants [Cl:1][C:2]1[O:6][C:5]([C:7]([O:9][CH3:10])=[O:8])=[CH:4][C:3]=1[C:11]1[N:15]([CH2:16][CH3:17])[N:14]=[CH:13][CH:12]=1.C1C(=O)N([Cl:25])C(=O)C1, predict the reaction product. The product is: [Cl:1][C:2]1[O:6][C:5]([C:7]([O:9][CH3:10])=[O:8])=[CH:4][C:3]=1[C:11]1[N:15]([CH2:16][CH3:17])[N:14]=[CH:13][C:12]=1[Cl:25]. (5) Given the reactants CCN(C(C)C)C(C)C.[C:10]([OH:15])(=O)[C@H:11]([CH3:13])[OH:12].Cl.[Cl:17][C:18]1[C:19]([F:49])=[C:20]([NH:24][C:25]2[C:34]3[C:29](=[CH:30][C:31]([O:47][CH3:48])=[C:32]([CH2:35][N:36]([CH3:46])[C:37]4([C:43]([NH2:45])=[O:44])[CH2:42][CH2:41][NH:40][CH2:39][CH2:38]4)[CH:33]=3)[N:28]=[CH:27][N:26]=2)[CH:21]=[CH:22][CH:23]=1, predict the reaction product. The product is: [Cl:17][C:18]1[C:19]([F:49])=[C:20]([NH:24][C:25]2[C:34]3[C:29](=[CH:30][C:31]([O:47][CH3:48])=[C:32]([CH2:35][N:36]([CH3:46])[C:37]4([C:43]([NH2:45])=[O:44])[CH2:42][CH2:41][N:40]([C:10](=[O:15])[C@@H:11]([OH:12])[CH3:13])[CH2:39][CH2:38]4)[CH:33]=3)[N:28]=[CH:27][N:26]=2)[CH:21]=[CH:22][CH:23]=1. (6) Given the reactants [F:1][C:2]([F:26])([F:25])[C:3]1[CH:4]=[C:5]2[C:10](=[CH:11][CH:12]=1)[N:9]=[CH:8][CH:7]=[C:6]2[C:13]1[CH2:18][CH2:17][CH:16]([CH2:19][C:20]([O:22][CH2:23][CH3:24])=[O:21])[CH2:15][CH:14]=1.C([O-])=O.[NH4+], predict the reaction product. The product is: [F:25][C:2]([F:1])([F:26])[C:3]1[CH:4]=[C:5]2[C:10](=[CH:11][CH:12]=1)[N:9]=[CH:8][CH:7]=[C:6]2[CH:13]1[CH2:14][CH2:15][CH:16]([CH2:19][C:20]([O:22][CH2:23][CH3:24])=[O:21])[CH2:17][CH2:18]1. (7) Given the reactants [H-].[Na+].[F:3][C:4]([F:24])([F:23])[C@@H:5]1[CH2:9][CH2:8][CH2:7][N:6]1[C:10]1[CH:11]=[CH:12][C:13]2[N:20]3[CH2:21][C@H:16]([CH2:17][CH2:18][CH2:19]3)[NH:15][C:14]=2[N:22]=1.[N:25]1[CH:30]=[CH:29][CH:28]=[CH:27][C:26]=1[N:31]1C(=O)N2C=CC=CC2=N[C:32]1=[O:42], predict the reaction product. The product is: [N:25]1[CH:30]=[CH:29][CH:28]=[CH:27][C:26]=1[NH:31][C:32]([N:15]1[C@@H:16]2[CH2:21][N:20]([CH2:19][CH2:18][CH2:17]2)[C:13]2[CH:12]=[CH:11][C:10]([N:6]3[CH2:7][CH2:8][CH2:9][C@H:5]3[C:4]([F:3])([F:23])[F:24])=[N:22][C:14]1=2)=[O:42]. (8) Given the reactants [C:1]1(=O)[CH2:7][CH2:6][CH2:5][CH2:4][CH2:3][CH2:2]1.[C-:9]#[N:10].[K+].[CH:12]1([NH2:15])[CH2:14][CH2:13]1.C(O)(=O)C, predict the reaction product. The product is: [CH:12]1([NH:15][C:1]2([C:9]#[N:10])[CH2:7][CH2:6][CH2:5][CH2:4][CH2:3][CH2:2]2)[CH2:14][CH2:13]1. (9) Given the reactants Cl.[NH2:2][C:3]1([CH3:23])[CH2:8][CH2:7][N:6]([CH2:9][C@@H:10]([C:12]2[C:13]([CH3:22])=[C:14]3[C:18](=[CH:19][CH:20]=2)[C:17](=[O:21])[O:16][CH2:15]3)[OH:11])[CH2:5][CH2:4]1.[N:24]1([C:29]2[N:34]=[N:33][C:32]([C:35](O)=[O:36])=[CH:31][CH:30]=2)[CH:28]=[N:27][N:26]=[N:25]1, predict the reaction product. The product is: [OH:11][C@H:10]([C:12]1[C:13]([CH3:22])=[C:14]2[C:18](=[CH:19][CH:20]=1)[C:17](=[O:21])[O:16][CH2:15]2)[CH2:9][N:6]1[CH2:7][CH2:8][C:3]([NH:2][C:35]([C:32]2[N:33]=[N:34][C:29]([N:24]3[CH:28]=[N:27][N:26]=[N:25]3)=[CH:30][CH:31]=2)=[O:36])([CH3:23])[CH2:4][CH2:5]1. (10) Given the reactants Cl.C(N=C=NCCCN(C)C)C.[S:13]1[C:17]2[CH:18]=[CH:19][CH:20]=[CH:21][C:16]=2[CH:15]=[C:14]1[C:22]([NH:24][C:25]1([C:31]([OH:33])=[O:32])[CH2:30][CH2:29][CH2:28][CH2:27][CH2:26]1)=O, predict the reaction product. The product is: [S:13]1[C:17]2[CH:18]=[CH:19][CH:20]=[CH:21][C:16]=2[CH:15]=[C:14]1[C:22]1[O:33][C:31](=[O:32])[C:25]2([CH2:26][CH2:27][CH2:28][CH2:29][CH2:30]2)[N:24]=1.